Dataset: Catalyst prediction with 721,799 reactions and 888 catalyst types from USPTO. Task: Predict which catalyst facilitates the given reaction. (1) Reactant: [CH2:1]([O:3][C:4](=[O:42])[CH2:5][N:6]([C:15]([C:17]1([CH2:33][O:34]CC2C=CC=CC=2)[CH2:20][CH2:19][N:18]1[C:21](=[O:32])[CH2:22][C:23]1[C:24]2[CH:31]=[CH:30][CH:29]=[CH:28][C:25]=2[S:26][CH:27]=1)=[O:16])[CH2:7][C:8]1[CH:13]=[CH:12][C:11]([Cl:14])=[CH:10][CH:9]=1)[CH3:2].B(Br)(Br)Br.C([O-])(O)=O.[Na+]. Product: [CH2:1]([O:3][C:4](=[O:42])[CH2:5][N:6]([C:15]([C:17]1([CH2:33][OH:34])[CH2:20][CH2:19][N:18]1[C:21](=[O:32])[CH2:22][C:23]1[C:24]2[CH:31]=[CH:30][CH:29]=[CH:28][C:25]=2[S:26][CH:27]=1)=[O:16])[CH2:7][C:8]1[CH:13]=[CH:12][C:11]([Cl:14])=[CH:10][CH:9]=1)[CH3:2]. The catalyst class is: 2. (2) Reactant: Br[C:2]1[CH:3]=[C:4]2[N:10]([C:11]([O:13][C:14]([CH3:17])([CH3:16])[CH3:15])=[O:12])[CH2:9][C:8]3([CH2:22][CH2:21][O:20][CH2:19][CH2:18]3)[C:5]2=[N:6][CH:7]=1.[NH:23]1[CH2:28][CH2:27][O:26][CH2:25][CH2:24]1.CC(C1C=C(C(C)C)C(C2C=CC=CC=2P(C2CCCCC2)C2CCCCC2)=C(C(C)C)C=1)C.CC(C)([O-])C.[Na+]. Product: [O:26]1[CH2:27][CH2:28][N:23]([C:2]2[CH:3]=[C:4]3[N:10]([C:11]([O:13][C:14]([CH3:17])([CH3:16])[CH3:15])=[O:12])[CH2:9][C:8]4([CH2:22][CH2:21][O:20][CH2:19][CH2:18]4)[C:5]3=[N:6][CH:7]=2)[CH2:24][CH2:25]1. The catalyst class is: 101.